The task is: Predict the reactants needed to synthesize the given product.. This data is from Full USPTO retrosynthesis dataset with 1.9M reactions from patents (1976-2016). (1) Given the product [Br:41][C:42]1[N:47]=[CH:46][C:45]([O:48][C@H:49]2[CH2:54][CH2:53][CH2:52][CH2:51][C@H:50]2[NH:55][S:13]([CH:16]([CH3:18])[CH3:17])(=[O:15])=[O:14])=[CH:44][CH:43]=1, predict the reactants needed to synthesize it. The reactants are: BrC1C=CC(O[C@H]2CCC[C@H]2N[S:13]([CH:16]([CH3:18])[CH3:17])(=[O:15])=[O:14])=CC=1.BrC1C=CC(O[C@H]2CCC[C@H]2N[S:13]([CH:16]([CH3:18])[CH3:17])(=[O:15])=[O:14])=CC=1.[Br:41][C:42]1[N:47]=[CH:46][C:45]([O:48][C@H:49]2[CH2:54][CH2:53][CH2:52][CH2:51][C@H:50]2[NH2:55])=[CH:44][CH:43]=1.CO. (2) The reactants are: [Cl:1][C:2]1[CH:10]=[CH:9][C:5]([C:6](O)=[O:7])=[C:4]([NH:11][S:12]([C:15]2[CH:20]=[CH:19][C:18]([Cl:21])=[C:17]([C:22]([F:25])([F:24])[F:23])[CH:16]=2)(=[O:14])=[O:13])[CH:3]=1.C(=O)=O.Cl.[CH3:30][NH:31][O:32][CH3:33].O. Given the product [Cl:1][C:2]1[CH:10]=[CH:9][C:5]([C:6]([N:31]([O:32][CH3:33])[CH3:30])=[O:7])=[C:4]([NH:11][S:12]([C:15]2[CH:20]=[CH:19][C:18]([Cl:21])=[C:17]([C:22]([F:24])([F:25])[F:23])[CH:16]=2)(=[O:14])=[O:13])[CH:3]=1, predict the reactants needed to synthesize it.